This data is from Reaction yield outcomes from USPTO patents with 853,638 reactions. The task is: Predict the reaction yield, written as a fraction of the theoretical maximum amount of product (1.0 means a 100% yield; for example, 0.34 means a 34% yield). (1) The reactants are [C:1]([O:5][C:6](=[O:33])/[CH:7]=[CH:8]/[C:9]1[CH:14]=[CH:13][C:12]([C:15]([N:17]2[CH2:26][C:25]3[CH:24]=[N:23][N:22]([CH3:27])[C:21]=3[NH:20][C:19]3[CH:28]=[CH:29][CH:30]=[CH:31][C:18]2=3)=[O:16])=[CH:11][C:10]=1[CH3:32])([CH3:4])([CH3:3])[CH3:2]. The catalyst is CO.[Pd]. The product is [C:1]([O:5][C:6](=[O:33])[CH2:7][CH2:8][C:9]1[CH:14]=[CH:13][C:12]([C:15]([N:17]2[CH2:26][C:25]3[CH:24]=[N:23][N:22]([CH3:27])[C:21]=3[NH:20][C:19]3[CH:28]=[CH:29][CH:30]=[CH:31][C:18]2=3)=[O:16])=[CH:11][C:10]=1[CH3:32])([CH3:4])([CH3:3])[CH3:2]. The yield is 0.960. (2) The reactants are [C:1]([O:7][C:8]([CH3:11])([CH3:10])[CH3:9])(=[O:6])[CH2:2][C:3]([CH3:5])=O.[Cl:12][C:13]1[CH:20]=[CH:19][CH:18]=[CH:17][C:14]=1[CH:15]=O.[NH4+:21].[OH-:22]. The catalyst is CCO. The product is [Cl:12][C:13]1[CH:20]=[CH:19][CH:18]=[CH:17][C:14]=1[CH:15]1[C:2]([C:1]([O:7][C:8]([CH3:11])([CH3:10])[CH3:9])=[O:6])=[C:3]([CH3:5])[NH:21][C:3]([CH3:5])=[C:2]1[C:1]([O:7][C:8]([CH3:11])([CH3:10])[CH3:9])=[O:22]. The yield is 0.320. (3) The reactants are [NH2:1][CH:2]1[C:11]2[N:10]=[CH:9][CH:8]=[C:7]([O:12][CH3:13])[C:6]=2[CH2:5][CH2:4][CH2:3]1.[O:14]=[C:15]1[C:23]2[C:18](=[CH:19][CH:20]=[CH:21][CH:22]=2)[C:17](=[O:24])[N:16]1[CH2:25][CH2:26][CH2:27][CH:28]=O.[BH-](OC(C)=O)(OC(C)=O)OC(C)=O.[Na+]. The catalyst is C(Cl)Cl. The product is [CH3:13][O:12][C:7]1[C:6]2[CH2:5][CH2:4][CH2:3][CH:2]([NH:1][CH2:28][CH2:27][CH2:26][CH2:25][N:16]3[C:17](=[O:24])[C:18]4[C:23](=[CH:22][CH:21]=[CH:20][CH:19]=4)[C:15]3=[O:14])[C:11]=2[N:10]=[CH:9][CH:8]=1. The yield is 0.540. (4) The reactants are [Cl:1][C:2]1[CH:7]=[CH:6][C:5]([CH:8]2[C:17](=O)[C:16]3[C:15]([C:19]([O:21]CC)=O)=[CH:14][CH:13]=[CH:12][C:11]=3[NH:10][CH:9]2[C:24]2[CH:29]=[CH:28][C:27]([CH2:30][N:31]([CH3:33])[CH3:32])=[CH:26][CH:25]=2)=[CH:4][CH:3]=1.O.[NH2:35][NH2:36].C(O)=O. The catalyst is CO. The product is [Cl:1][C:2]1[CH:7]=[CH:6][C:5]([CH:8]2[C:17]3=[N:35][NH:36][C:19](=[O:21])[C:15]4[CH:14]=[CH:13][CH:12]=[C:11]([C:16]=43)[NH:10][CH:9]2[C:24]2[CH:29]=[CH:28][C:27]([CH2:30][N:31]([CH3:33])[CH3:32])=[CH:26][CH:25]=2)=[CH:4][CH:3]=1. The yield is 0.140. (5) The reactants are C(O[C:6](=[O:12])[O:7][C:8]([CH3:11])([CH3:10])[CH3:9])(C)(C)C.CCCCCC.[NH2:19][C:20]1[C:25]([CH3:26])=[CH:24][CH:23]=[CH:22][N:21]=1. The catalyst is C(OCC)(=O)C. The product is [CH3:26][C:25]1[C:20]([NH:19][C:6](=[O:12])[O:7][C:8]([CH3:9])([CH3:10])[CH3:11])=[N:21][CH:22]=[CH:23][CH:24]=1. The yield is 0.640.